This data is from NCI-60 drug combinations with 297,098 pairs across 59 cell lines. The task is: Regression. Given two drug SMILES strings and cell line genomic features, predict the synergy score measuring deviation from expected non-interaction effect. (1) Drug 1: C1=CC(=CC=C1CCC2=CNC3=C2C(=O)NC(=N3)N)C(=O)NC(CCC(=O)O)C(=O)O. Drug 2: CC1=C(C(CCC1)(C)C)C=CC(=CC=CC(=CC(=O)O)C)C. Cell line: HT29. Synergy scores: CSS=39.7, Synergy_ZIP=3.82, Synergy_Bliss=3.57, Synergy_Loewe=5.33, Synergy_HSA=9.22. (2) Drug 1: C1=CC(=CC=C1C#N)C(C2=CC=C(C=C2)C#N)N3C=NC=N3. Drug 2: CN1C2=C(C=C(C=C2)N(CCCl)CCCl)N=C1CCCC(=O)O.Cl. Cell line: SK-OV-3. Synergy scores: CSS=-2.82, Synergy_ZIP=0.634, Synergy_Bliss=-0.265, Synergy_Loewe=-3.37, Synergy_HSA=-3.20. (3) Drug 2: C1C(C(OC1N2C=NC(=NC2=O)N)CO)O. Synergy scores: CSS=18.0, Synergy_ZIP=-3.96, Synergy_Bliss=2.23, Synergy_Loewe=-8.40, Synergy_HSA=2.03. Cell line: HL-60(TB). Drug 1: CCC(=C(C1=CC=CC=C1)C2=CC=C(C=C2)OCCN(C)C)C3=CC=CC=C3.C(C(=O)O)C(CC(=O)O)(C(=O)O)O. (4) Synergy scores: CSS=71.7, Synergy_ZIP=-4.37, Synergy_Bliss=-4.51, Synergy_Loewe=-4.04, Synergy_HSA=-4.01. Cell line: CCRF-CEM. Drug 1: CC12CCC3C(C1CCC2=O)CC(=C)C4=CC(=O)C=CC34C. Drug 2: CN(C)N=NC1=C(NC=N1)C(=O)N. (5) Drug 1: CC(CN1CC(=O)NC(=O)C1)N2CC(=O)NC(=O)C2. Drug 2: CC1=C(C(=O)C2=C(C1=O)N3CC4C(C3(C2COC(=O)N)OC)N4)N. Cell line: EKVX. Synergy scores: CSS=17.6, Synergy_ZIP=0.811, Synergy_Bliss=4.44, Synergy_Loewe=3.50, Synergy_HSA=3.91. (6) Drug 1: CC1OCC2C(O1)C(C(C(O2)OC3C4COC(=O)C4C(C5=CC6=C(C=C35)OCO6)C7=CC(=C(C(=C7)OC)O)OC)O)O. Drug 2: C(CCl)NC(=O)N(CCCl)N=O. Cell line: HT29. Synergy scores: CSS=7.54, Synergy_ZIP=-3.34, Synergy_Bliss=0.753, Synergy_Loewe=-17.4, Synergy_HSA=-0.942. (7) Drug 1: C1CC(=O)NC(=O)C1N2CC3=C(C2=O)C=CC=C3N. Drug 2: C1=CC(=CC=C1C#N)C(C2=CC=C(C=C2)C#N)N3C=NC=N3. Cell line: NCI-H226. Synergy scores: CSS=4.60, Synergy_ZIP=-1.39, Synergy_Bliss=-0.594, Synergy_Loewe=1.72, Synergy_HSA=0.672.